From a dataset of Catalyst prediction with 721,799 reactions and 888 catalyst types from USPTO. Predict which catalyst facilitates the given reaction. (1) Reactant: Cl[C:2]1[CH:7]=[N:6][CH:5]=[C:4]([Cl:8])[N:3]=1.[CH3:9][C:10]([CH3:13])([O-:12])[CH3:11].[K+]. Product: [C:10]([O:12][C:2]1[CH:7]=[N:6][CH:5]=[C:4]([Cl:8])[N:3]=1)([CH3:13])([CH3:11])[CH3:9]. The catalyst class is: 7. (2) The catalyst class is: 4. Reactant: [C:1]([C:4]1[N:9]=[N:8][C:7]([NH:10][C@@H:11]2[CH2:16][CH2:15][O:14][CH2:13][C@@H:12]2[NH:17]C(=O)OC(C)(C)C)=[CH:6][C:5]=1[NH:25][C:26]1[CH:31]=[CH:30][C:29]([O:32][CH3:33])=[C:28]([CH2:34][CH2:35][CH3:36])[N:27]=1)(=[O:3])[NH2:2].FC(F)(F)C(O)=O. Product: [NH2:17][C@@H:12]1[C@H:11]([NH:10][C:7]2[N:8]=[N:9][C:4]([C:1]([NH2:2])=[O:3])=[C:5]([NH:25][C:26]3[CH:31]=[CH:30][C:29]([O:32][CH3:33])=[C:28]([CH2:34][CH2:35][CH3:36])[N:27]=3)[CH:6]=2)[CH2:16][CH2:15][O:14][CH2:13]1. (3) Reactant: C([O:4][C:5]1[CH:6]=[C:7]2[C:12](=[CH:13][C:14]=1[O:15][CH3:16])[N:11]=[CH:10][N:9]=[C:8]2[NH:17][C:18]1[CH:23]=[CH:22][CH:21]=[C:20]([Br:24])[CH:19]=1)(=O)C.[NH4+].[OH-]. Product: [Br:24][C:20]1[CH:19]=[C:18]([NH:17][C:8]2[C:7]3[C:12](=[CH:13][C:14]([O:15][CH3:16])=[C:5]([OH:4])[CH:6]=3)[N:11]=[CH:10][N:9]=2)[CH:23]=[CH:22][CH:21]=1. The catalyst class is: 5. (4) Reactant: [CH3:1][NH+:2]([CH2:7][CH2:8][CH2:9][CH2:10][CH2:11][CH2:12][CH2:13][CH2:14][CH2:15][CH2:16][CH2:17][CH2:18][CH2:19][CH3:20])[CH2:3][C:4]([O-:6])=O.[CH3:21][NH:22][CH2:23][C@@H:24]([C@H:26]([C@@H:28]([C@@H:30]([CH2:32][OH:33])[OH:31])[OH:29])[OH:27])[OH:25].CN(C(ON1N=NC2C=CC=CC1=2)=[N+](C)C)C.F[P-](F)(F)(F)(F)F.C(N(CC)C(C)C)(C)C. Product: [CH3:1][N:2]([CH2:7][CH2:8][CH2:9][CH2:10][CH2:11][CH2:12][CH2:13][CH2:14][CH2:15][CH2:16][CH2:17][CH2:18][CH2:19][CH3:20])[CH2:3][C:4]([N:22]([CH3:21])[CH2:23][C@@H:24]([C@H:26]([C@@H:28]([C@@H:30]([CH2:32][OH:33])[OH:31])[OH:29])[OH:27])[OH:25])=[O:6]. The catalyst class is: 204. (5) Reactant: [O:1]=[C:2]1[NH:8][C:7]2[CH:9]=[C:10]([C:13](OC)=[O:14])[CH:11]=[N:12][C:6]=2[N:5]2[CH2:17][CH2:18][CH2:19][CH:4]2[CH2:3]1.[H-].[Na+].[H-].[Li+].[Al+3].[H-].[H-].[H-].[C@H](O)(C([O-])=O)[C@@H](O)C([O-])=O.[Na+].[K+]. Product: [OH:14][CH2:13][C:10]1[CH:11]=[N:12][C:6]2[N:5]3[CH2:17][CH2:18][CH2:19][CH:4]3[CH2:3][C:2](=[O:1])[NH:8][C:7]=2[CH:9]=1. The catalyst class is: 278. (6) Reactant: C(OC(=O)[NH:7][CH:8]1[CH2:13][CH2:12][N:11]([CH2:14][C@H:15]2[C@@H:24]3[N:19]([CH2:20][CH2:21][CH2:22][CH2:23]3)[CH2:18][CH2:17][CH2:16]2)[CH2:10][CH2:9]1)(C)(C)C.[ClH:26]. Product: [ClH:26].[ClH:26].[ClH:26].[C@H:15]1([CH2:14][N:11]2[CH2:12][CH2:13][CH:8]([NH2:7])[CH2:9][CH2:10]2)[C@@H:24]2[N:19]([CH2:20][CH2:21][CH2:22][CH2:23]2)[CH2:18][CH2:17][CH2:16]1. The catalyst class is: 12. (7) Reactant: [C:1]([O:5][C:6]([N:8]1[CH2:12][CH2:11][CH2:10][C@@H:9]1[CH2:13][OH:14])=[O:7])([CH3:4])([CH3:3])[CH3:2].[S:15](Cl)([C:18]1[CH:24]=[CH:23][C:21]([CH3:22])=[CH:20][CH:19]=1)(=[O:17])=[O:16].C(N(CC)CC)C. Product: [C:1]([O:5][C:6]([N:8]1[CH2:12][CH2:11][CH2:10][C@@H:9]1[CH2:13][O:14][S:15]([C:18]1[CH:24]=[CH:23][C:21]([CH3:22])=[CH:20][CH:19]=1)(=[O:17])=[O:16])=[O:7])([CH3:4])([CH3:3])[CH3:2]. The catalyst class is: 119.